This data is from Forward reaction prediction with 1.9M reactions from USPTO patents (1976-2016). The task is: Predict the product of the given reaction. (1) Given the reactants O[C:2]1[CH:12]=[CH:11][C:5]([CH:6]=[CH:7]C(O)=O)=[CH:4][CH:3]=1.[C:13](=[O:16])([O-])[O-:14].[K+].[K+].S([O:24][CH3:25])(OC)(=O)=O.[CH3:26]C(C)=O, predict the reaction product. The product is: [CH3:26][O:14][C:13](=[O:16])[CH:7]=[CH:6][C:5]1[CH:11]=[CH:12][C:2]([O:24][CH3:25])=[CH:3][CH:4]=1. (2) Given the reactants [Br:1][C:2]1[C:3]([F:11])=[C:4]([CH:8]=[CH:9][CH:10]=1)[C:5]([OH:7])=[O:6].[CH3:12]OC(OC)OC.C1(C)C=CC(S(O)(=O)=O)=CC=1, predict the reaction product. The product is: [Br:1][C:2]1[C:3]([F:11])=[C:4]([CH:8]=[CH:9][CH:10]=1)[C:5]([O:7][CH3:12])=[O:6].